Dataset: Peptide-MHC class II binding affinity with 134,281 pairs from IEDB. Task: Regression. Given a peptide amino acid sequence and an MHC pseudo amino acid sequence, predict their binding affinity value. This is MHC class II binding data. (1) The peptide sequence is LSFMDKGIPFMKMNI. The MHC is HLA-DQA10501-DQB10302 with pseudo-sequence HLA-DQA10501-DQB10302. The binding affinity (normalized) is 0.299. (2) The peptide sequence is GELQIVEKIDAAFKI. The MHC is DRB1_0802 with pseudo-sequence DRB1_0802. The binding affinity (normalized) is 0.454. (3) The peptide sequence is AEGGKATTEEQKLIE. The binding affinity (normalized) is 0.141. The MHC is HLA-DQA10102-DQB10502 with pseudo-sequence HLA-DQA10102-DQB10502. (4) The peptide sequence is LVGPFNFRFMSKGGMRNVFDEVIPT. The MHC is DRB1_1302 with pseudo-sequence DRB1_1302. The binding affinity (normalized) is 0.475. (5) The peptide sequence is ASKNFHLQKNTIGTG. The MHC is DRB1_1302 with pseudo-sequence DRB1_1302. The binding affinity (normalized) is 0.513.